Predict which catalyst facilitates the given reaction. From a dataset of Catalyst prediction with 721,799 reactions and 888 catalyst types from USPTO. (1) Reactant: [H-].C([Al+]CC(C)C)C(C)C.CC(C)C([O:15][C@@H:16]1[C@@H:24]([CH2:25][C:26]2[CH:31]=[CH:30][CH:29]=[CH:28][CH:27]=2)[C:23](=[O:32])[O:22][CH2:21][C@H:20]([NH:33][C:34]([C:36]2[C:41]([O:42][CH2:43][C:44]3[CH:49]=[CH:48][CH:47]=[CH:46][CH:45]=3)=[C:40]([O:50][CH3:51])[CH:39]=[CH:38][N:37]=2)=[O:35])[C:19](=[O:52])[O:18][C@H:17]1[CH3:53])=O. Product: [CH2:25]([C@@H:24]1[C@@H:16]([OH:15])[C@H:17]([CH3:53])[O:18][C:19](=[O:52])[C@@H:20]([NH:33][C:34]([C:36]2[C:41]([O:42][CH2:43][C:44]3[CH:49]=[CH:48][CH:47]=[CH:46][CH:45]=3)=[C:40]([O:50][CH3:51])[CH:39]=[CH:38][N:37]=2)=[O:35])[CH2:21][O:22][C:23]1=[O:32])[C:26]1[CH:27]=[CH:28][CH:29]=[CH:30][CH:31]=1. The catalyst class is: 2. (2) Reactant: [CH3:1][O:2][C:3]1[CH:8]=[C:7]([CH3:9])[C:6]([S:10]([N:13]([CH2:15][C:16]2[O:17][CH:18]=[C:19]([C:21](O)=[O:22])[N:20]=2)[CH3:14])(=[O:12])=[O:11])=[C:5]([CH3:24])[CH:4]=1.CCN=C=NCCCN(C)C.C1C=CC2N(O)N=NC=2C=1.CCN(C(C)C)C(C)C.Cl.[CH3:56][NH:57][CH2:58][C:59]1[CH:71]=[CH:70][C:62]([CH2:63][N:64]2[CH2:68][CH2:67][CH:66]([OH:69])[CH2:65]2)=[CH:61][CH:60]=1. Product: [OH:69][CH:66]1[CH2:67][CH2:68][N:64]([CH2:63][C:62]2[CH:70]=[CH:71][C:59]([CH2:58][N:57]([CH3:56])[C:21]([C:19]3[N:20]=[C:16]([CH2:15][N:13]([S:10]([C:6]4[C:5]([CH3:24])=[CH:4][C:3]([O:2][CH3:1])=[CH:8][C:7]=4[CH3:9])(=[O:12])=[O:11])[CH3:14])[O:17][CH:18]=3)=[O:22])=[CH:60][CH:61]=2)[CH2:65]1. The catalyst class is: 2. (3) Reactant: N([O-])=O.[Na+].N[C@H:6]([CH2:10][C:11]([CH3:14])([CH3:13])[CH3:12])[C:7]([OH:9])=[O:8].S(=O)(=O)(O)[OH:16].[Cl-].[Na+]. Product: [OH:16][C@H:6]([CH2:10][C:11]([CH3:14])([CH3:13])[CH3:12])[C:7]([OH:9])=[O:8]. The catalyst class is: 6. (4) Reactant: [N:1]1[CH:6]=[CH:5][C:4]([C:7]2[CH:14]=[CH:13][C:10]([C:11]#[N:12])=[CH:9][CH:8]=2)=[CH:3][CH:2]=1.[OH-:15].[Na+]. Product: [N:1]1[CH:6]=[CH:5][C:4]([C:7]2[CH:14]=[CH:13][C:10]([C:11]([NH2:12])=[O:15])=[CH:9][CH:8]=2)=[CH:3][CH:2]=1. The catalyst class is: 65. (5) Reactant: [CH:14]1[CH:19]=[CH:18][C:17](P([C:14]2[CH:19]=[CH:18][CH:17]=[CH:16][CH:15]=2)[C:14]2[CH:19]=[CH:18][CH:17]=[CH:16][CH:15]=2)=[CH:16][CH:15]=1.CCOC(/N=N/C(OCC)=O)=O.[C:32]([O:36][C:37](=[O:55])[CH2:38][NH:39][S:40]([C:43]1[CH:52]=[C:51]2[C:46]([C:47]([Cl:54])=[CH:48][N:49]=[C:50]2[Cl:53])=[CH:45][CH:44]=1)(=[O:42])=[O:41])([CH3:35])([CH3:34])[CH3:33].C1(CO)CCCC1. Product: [C:32]([O:36][C:37](=[O:55])[CH2:38][N:39]([CH2:14][CH:19]1[CH2:15][CH2:16][CH2:17][CH2:18]1)[S:40]([C:43]1[CH:52]=[C:51]2[C:46]([C:47]([Cl:54])=[CH:48][N:49]=[C:50]2[Cl:53])=[CH:45][CH:44]=1)(=[O:42])=[O:41])([CH3:35])([CH3:33])[CH3:34]. The catalyst class is: 1. (6) The catalyst class is: 1. Product: [C:21]([O:20][C:19]([NH:18][C:15]1[CH:14]=[CH:13][N:12]=[CH:17][C:16]=1[B:34]([OH:37])[OH:35])=[O:25])([CH3:22])([CH3:24])[CH3:23]. Reactant: C([Li])CCC.CCCCCC.[N:12]1[CH:17]=[CH:16][C:15]([NH:18][C:19](=[O:25])[O:20][C:21]([CH3:24])([CH3:23])[CH3:22])=[CH:14][CH:13]=1.CN(C)CCN(C)C.[B:34](OC)([O:37]C)[O:35]C.[Cl-].[NH4+]. (7) Reactant: [Li+].[CH3:2][O:3][C:4]1[CH:22]=[C:21]([O:23][CH3:24])[CH:20]=[CH:19][C:5]=1[CH2:6][N:7]1[CH2:15][C:14]2[C:9](=[CH:10][CH:11]=[C:12]([C:16]([O-])=[O:17])[CH:13]=2)[CH2:8]1.[NH:25]1[CH2:30][CH2:29][O:28][CH2:27][CH2:26]1.CCN=C=NCCCN(C)C.C1C=CC2N(O)N=NC=2C=1. Product: [CH3:2][O:3][C:4]1[CH:22]=[C:21]([O:23][CH3:24])[CH:20]=[CH:19][C:5]=1[CH2:6][N:7]1[CH2:15][C:14]2[C:9](=[CH:10][CH:11]=[C:12]([C:16]([N:25]3[CH2:30][CH2:29][O:28][CH2:27][CH2:26]3)=[O:17])[CH:13]=2)[CH2:8]1. The catalyst class is: 3. (8) Reactant: [CH3:1][O:2][C:3]1[CH:8]=[C:7]([N+:9]([O-:11])=[O:10])[CH:6]=[CH:5][C:4]=1[CH2:12][OH:13].N1C=CN=C1.[CH3:19][C:20]([Si:23](Cl)([CH3:25])[CH3:24])([CH3:22])[CH3:21]. Product: [C:20]([Si:23]([O:13][CH2:12][C:4]1[CH:5]=[CH:6][C:7]([N+:9]([O-:11])=[O:10])=[CH:8][C:3]=1[O:2][CH3:1])([CH3:25])[CH3:24])([CH3:22])([CH3:21])[CH3:19]. The catalyst class is: 46. (9) Reactant: [Br:1][C:2]1[CH:3]=[C:4]2[C:8](=[C:9]([CH2:11][CH3:12])[CH:10]=1)[NH:7]C(=O)[C:5]2=[O:14].[OH:15]O. Product: [NH2:7][C:8]1[C:9]([CH2:11][CH3:12])=[CH:10][C:2]([Br:1])=[CH:3][C:4]=1[C:5]([OH:14])=[O:15]. The catalyst class is: 611. (10) Reactant: [CH3:1][NH:2][C:3]1[N:8]=[C:7]([CH2:9][CH2:10][O:11][C:12]2[CH:33]=[CH:32][C:15]3[CH2:16][C@@H:17]([CH2:27][C:28]([O:30]C)=[O:29])[C:18](=[O:26])[N:19]([CH2:21][C:22]([F:25])([F:24])[F:23])[CH2:20][C:14]=3[CH:13]=2)[CH:6]=[CH:5][CH:4]=1.N1C=CC=CC=1NCCCOC1C=CC2C[C@H](CC(OC)=O)C(=O)N(CC(F)(F)F)CC=2C=1. Product: [CH3:1][NH:2][C:3]1[N:8]=[C:7]([CH2:9][CH2:10][O:11][C:12]2[CH:33]=[CH:32][C:15]3[CH2:16][C@@H:17]([CH2:27][C:28]([OH:30])=[O:29])[C:18](=[O:26])[N:19]([CH2:21][C:22]([F:23])([F:25])[F:24])[CH2:20][C:14]=3[CH:13]=2)[CH:6]=[CH:5][CH:4]=1. The catalyst class is: 6.